From a dataset of Forward reaction prediction with 1.9M reactions from USPTO patents (1976-2016). Predict the product of the given reaction. (1) Given the reactants CO[C:3]([C:5]1[N:6]=[C:7]([C:10]2[CH:15]=[CH:14][CH:13]=[C:12]([C:16]3[CH2:17][C:18](=[O:32])[NH:19][C:20]4[CH:26]=[C:25]([N:27]5[CH:31]=[CH:30][CH:29]=[CH:28]5)[CH:24]=[CH:23][C:21]=4[N:22]=3)[CH:11]=2)[O:8][CH:9]=1)=[O:4].[OH:33][CH2:34][CH2:35][NH:36][CH2:37][CH2:38][OH:39], predict the reaction product. The product is: [OH:33][CH2:34][CH2:35][N:36]([CH2:37][CH2:38][OH:39])[C:3]([C:5]1[N:6]=[C:7]([C:10]2[CH:15]=[CH:14][CH:13]=[C:12]([C:16]3[CH2:17][C:18](=[O:32])[NH:19][C:20]4[CH:26]=[C:25]([N:27]5[CH:28]=[CH:29][CH:30]=[CH:31]5)[CH:24]=[CH:23][C:21]=4[N:22]=3)[CH:11]=2)[O:8][CH:9]=1)=[O:4]. (2) Given the reactants [CH3:1][S:2][CH2:3][CH2:4][NH2:5].[Cl:6][C:7]1[CH:12]=[CH:11][C:10]([CH2:13]Cl)=[CH:9][N:8]=1.[H-].[Na+].O, predict the reaction product. The product is: [Cl:6][C:7]1[CH:12]=[CH:11][C:10]([CH2:13][NH:5][CH2:4][CH2:3][S:2][CH3:1])=[CH:9][N:8]=1. (3) Given the reactants C([O:8][C:9]1[CH:10]=[C:11]([NH:15][C:16](=[O:36])[C:17]2[CH:22]=[CH:21][CH:20]=[CH:19][C:18]=2[NH:23][C:24](=[O:35])[C:25]2[CH:30]=[CH:29][C:28]([C:31]([CH3:34])([CH3:33])[CH3:32])=[CH:27][CH:26]=2)[CH:12]=[CH:13][CH:14]=1)C1C=CC=CC=1.[H][H], predict the reaction product. The product is: [C:31]([C:28]1[CH:29]=[CH:30][C:25]([C:24]([NH:23][C:18]2[CH:19]=[CH:20][CH:21]=[CH:22][C:17]=2[C:16]([NH:15][C:11]2[CH:12]=[CH:13][CH:14]=[C:9]([OH:8])[CH:10]=2)=[O:36])=[O:35])=[CH:26][CH:27]=1)([CH3:34])([CH3:32])[CH3:33]. (4) Given the reactants [F:1][C:2]1[C:7]([F:8])=[C:6]([O:9][CH2:10][CH3:11])[CH:5]=[CH:4][C:3]=1[CH:12]1[CH2:17][CH2:16][C:15](=[CH:18][CH2:19][CH:20]2[O:25][CH2:24][CH2:23][CH2:22][O:21]2)[CH2:14][CH2:13]1, predict the reaction product. The product is: [F:1][C:2]1[C:7]([F:8])=[C:6]([O:9][CH2:10][CH3:11])[CH:5]=[CH:4][C:3]=1[C@H:12]1[CH2:13][CH2:14][C@H:15]([CH2:18][CH2:19][CH:20]2[O:21][CH2:22][CH2:23][CH2:24][O:25]2)[CH2:16][CH2:17]1. (5) Given the reactants [NH:1]([C:3]1[NH:4][C:5]2[C:10]([N:11]=1)=[C:9]([NH2:12])[N:8]=[CH:7][N:6]=2)[NH2:2].[C:13]([CH:16]1[C:21](=[O:22])[CH2:20][C:19]([CH3:24])([CH3:23])[CH2:18][C:17]1=O)(=O)[CH3:14], predict the reaction product. The product is: [NH2:12][C:9]1[N:8]=[CH:7][N:6]=[C:5]2[C:10]=1[N:11]=[C:3]([N:1]1[C:17]3[CH2:18][C:19]([CH3:23])([CH3:24])[CH2:20][C:21](=[O:22])[C:16]=3[C:13]([CH3:14])=[N:2]1)[NH:4]2. (6) Given the reactants [F:1][C:2]1[CH:11]=[CH:10][C:9]2[NH:8][CH2:7][C:6](=[O:12])[N:5]3[CH2:13][C:14]([OH:17])([CH2:15][OH:16])[C:3]=1[C:4]=23, predict the reaction product. The product is: [F:1][C:2]1[CH:11]=[CH:10][C:9]2[N:8]=[CH:7][C:6](=[O:12])[N:5]3[CH2:13][C:14]([OH:17])([CH2:15][OH:16])[C:3]=1[C:4]=23. (7) Given the reactants [CH3:1][O:2][C:3]1[CH:10]=[CH:9][C:6]([CH:7]=O)=[CH:5][C:4]=1[C:11]1[S:12][CH:13]=[CH:14][CH:15]=1.[C:16]([C:19]1[CH:27]=[CH:26][C:22]([C:23]([OH:25])=[O:24])=[CH:21][CH:20]=1)(=[O:18])[CH3:17], predict the reaction product. The product is: [CH3:1][O:2][C:3]1[CH:10]=[CH:9][C:6](/[CH:7]=[CH:17]/[C:16]([C:19]2[CH:27]=[CH:26][C:22]([C:23]([OH:25])=[O:24])=[CH:21][CH:20]=2)=[O:18])=[CH:5][C:4]=1[C:11]1[S:12][CH:13]=[CH:14][CH:15]=1.